This data is from Peptide-MHC class I binding affinity with 185,985 pairs from IEDB/IMGT. The task is: Regression. Given a peptide amino acid sequence and an MHC pseudo amino acid sequence, predict their binding affinity value. This is MHC class I binding data. The peptide sequence is SRIGAWASK. The MHC is HLA-A30:01 with pseudo-sequence HLA-A30:01. The binding affinity (normalized) is 0.340.